Dataset: Forward reaction prediction with 1.9M reactions from USPTO patents (1976-2016). Task: Predict the product of the given reaction. (1) Given the reactants [CH3:1][C:2]1[CH:7]=[C:6]([CH3:8])[CH:5]=[C:4]([CH3:9])[C:3]=1[S:10]([N:13]([C:29]1[CH:34]=[CH:33][C:32]([O:35][CH2:36][CH2:37][N:38]2[CH2:42][CH2:41][CH2:40][CH2:39]2)=[CH:31][CH:30]=1)[CH:14]([C:16]1[CH:21]=[CH:20][C:19]([O:22]C2CCCCO2)=[CH:18][CH:17]=1)[CH3:15])(=[O:12])=[O:11].Cl, predict the reaction product. The product is: [OH:22][C:19]1[CH:18]=[CH:17][C:16]([CH:14]([N:13]([C:29]2[CH:34]=[CH:33][C:32]([O:35][CH2:36][CH2:37][N:38]3[CH2:39][CH2:40][CH2:41][CH2:42]3)=[CH:31][CH:30]=2)[S:10]([C:3]2[C:4]([CH3:9])=[CH:5][C:6]([CH3:8])=[CH:7][C:2]=2[CH3:1])(=[O:12])=[O:11])[CH3:15])=[CH:21][CH:20]=1. (2) Given the reactants CN(C)[C:3](=[O:10])[C:4]1[CH:9]=[CH:8][CH:7]=[N:6][CH:5]=1.P(Cl)(Cl)(Cl)=O.[C:17]([C:21]1[S:25][C:24]2=[CH:26][N:27]=[CH:28][N:23]2[CH:22]=1)(=[O:20])[CH2:18][CH3:19].[OH-].[Na+], predict the reaction product. The product is: [C:17]([C:21]1[S:25][C:24]2=[C:26]([C:3]([C:4]3[CH:5]=[N:6][CH:7]=[CH:8][CH:9]=3)=[O:10])[N:27]=[CH:28][N:23]2[CH:22]=1)(=[O:20])[CH2:18][CH3:19].[C:17]([C:21]1[S:25][C:24]2=[CH:26][N:27]=[C:28]([C:3]([C:4]3[CH:5]=[N:6][CH:7]=[CH:8][CH:9]=3)=[O:10])[N:23]2[CH:22]=1)(=[O:20])[CH2:18][CH3:19]. (3) Given the reactants [F:1][C:2]1[CH:3]=[C:4]2[C:10](B3OC(C)(C)C(C)(C)O3)=[CH:9][N:8]([S:20]([C:23]3[CH:28]=[CH:27][C:26]([CH3:29])=[CH:25][CH:24]=3)(=[O:22])=[O:21])[C:5]2=[N:6][CH:7]=1.Cl[C:31]1[N:36]=[C:35]([NH:37][CH:38]([C:44]2([CH3:48])[CH2:47][CH2:46][CH2:45]2)[CH2:39][C:40]([O:42][CH3:43])=[O:41])[C:34]([F:49])=[CH:33][N:32]=1.[O-]P([O-])([O-])=O.[K+].[K+].[K+].CC(C1C=C(C(C)C)C(C2C=CC=CC=2P(C2CCCCC2)C2CCCCC2)=C(C(C)C)C=1)C, predict the reaction product. The product is: [F:49][C:34]1[C:35]([NH:37][CH:38]([C:44]2([CH3:48])[CH2:45][CH2:46][CH2:47]2)[CH2:39][C:40]([O:42][CH3:43])=[O:41])=[N:36][C:31]([C:10]2[C:4]3[C:5](=[N:6][CH:7]=[C:2]([F:1])[CH:3]=3)[N:8]([S:20]([C:23]3[CH:28]=[CH:27][C:26]([CH3:29])=[CH:25][CH:24]=3)(=[O:21])=[O:22])[CH:9]=2)=[N:32][CH:33]=1.